Dataset: Full USPTO retrosynthesis dataset with 1.9M reactions from patents (1976-2016). Task: Predict the reactants needed to synthesize the given product. (1) Given the product [ClH:3].[CH3:17][O:15][C:14](=[O:16])[C@H:6]([CH2:7][C:8]1[CH:13]=[CH:12][CH:11]=[CH:10][CH:9]=1)[NH2:5], predict the reactants needed to synthesize it. The reactants are: S(Cl)([Cl:3])=O.[NH2:5][C@H:6]([C:14]([OH:16])=[O:15])[CH2:7][C:8]1[CH:13]=[CH:12][CH:11]=[CH:10][CH:9]=1.[CH3:17]O. (2) Given the product [CH:1]1([CH2:4][O:5][C:6]2[N:11]=[C:10]([C:12]([N:32]3[CH2:33][CH2:34][CH:29]([CH:25]4[CH2:24][C:23]([CH3:22])([CH3:35])[NH:27][C:26]4=[O:28])[CH2:30][CH2:31]3)=[O:14])[CH:9]=[CH:8][C:7]=2[N:15]2[CH2:18][C:17]([F:20])([F:19])[CH2:16]2)[CH2:2][CH2:3]1, predict the reactants needed to synthesize it. The reactants are: [CH:1]1([CH2:4][O:5][C:6]2[N:11]=[C:10]([C:12]([OH:14])=O)[CH:9]=[CH:8][C:7]=2[N:15]2[CH2:18][C:17]([F:20])([F:19])[CH2:16]2)[CH2:3][CH2:2]1.Cl.[CH3:22][C:23]1([CH3:35])[NH:27][C:26](=[O:28])[CH:25]([CH:29]2[CH2:34][CH2:33][NH:32][CH2:31][CH2:30]2)[CH2:24]1.CN(C(ON1N=NC2C=CC=CC1=2)=[N+](C)C)C.[B-](F)(F)(F)F.CCN(C(C)C)C(C)C. (3) Given the product [F:23][C:24]1[CH:29]=[CH:28][C:27]2[NH:30][C:10]([C:9]3[CH:8]=[N:7][C:6]([NH:12][CH2:13][CH2:14][CH2:15][CH:16]4[CH2:17][CH2:18][N:19]([CH3:22])[CH2:20][CH2:21]4)=[N:5][CH:4]=3)=[N:31][C:26]=2[C:25]=1[CH3:32], predict the reactants needed to synthesize it. The reactants are: CO.C[C:4]1[C:9]([CH:10]=O)=[CH:8][N:7]=[C:6]([NH:12][CH2:13][CH2:14][CH2:15][CH:16]2[CH2:21][CH2:20][N:19]([CH3:22])[CH2:18][CH2:17]2)[N:5]=1.[F:23][C:24]1[C:25]([CH3:32])=[C:26]([NH2:31])[C:27]([NH2:30])=[CH:28][CH:29]=1. (4) Given the product [N:29]1[CH:30]=[CH:31][CH:32]=[C:27]([CH2:26][NH:25][C:36]([C:7]2[C:8]3[CH:13]=[N:12][C:11]([NH:14][CH2:15][C:16]4[CH:21]=[CH:20][C:19]([CH3:22])=[CH:18][CH:17]=4)=[N:10][C:9]=3[N:5]([C:1]([CH3:4])([CH3:3])[CH3:2])[CH:6]=2)=[O:37])[CH:28]=1, predict the reactants needed to synthesize it. The reactants are: [C:1]([N:5]1[C:9]2[N:10]=[C:11]([NH:14][C:15](=O)[C:16]3[CH:21]=[CH:20][C:19]([CH3:22])=[CH:18][CH:17]=3)[N:12]=[CH:13][C:8]=2[C:7](I)=[CH:6]1)([CH3:4])([CH3:3])[CH3:2].[NH2:25][CH2:26][C:27]1[CH:28]=[N:29][CH:30]=[CH:31][CH:32]=1.CN([CH:36]=[O:37])C. (5) Given the product [F:27][C:26]([F:29])([F:28])[C:24]([OH:30])=[O:25].[NH2:8][CH2:9][C:10]([NH:12][C:13]1[CH:22]=[CH:21][C:16]([C:17]([O:19][CH3:20])=[O:18])=[CH:15][C:14]=1[F:27])=[O:11], predict the reactants needed to synthesize it. The reactants are: C(OC([NH:8][CH2:9][C:10]([NH:12][C:13]1[CH:22]=[CH:21][C:16]([C:17]([O:19][CH3:20])=[O:18])=[CH:15][C:14]=1Cl)=[O:11])=O)(C)(C)C.[C:24]([OH:30])([C:26]([F:29])([F:28])[F:27])=[O:25]. (6) Given the product [OH:1][CH2:2][C:3]1[C:7]([CH3:8])=[CH:6][S:5][C:4]=1[C:9]([OH:11])=[O:10], predict the reactants needed to synthesize it. The reactants are: [OH:1][CH2:2][C:3]1[C:7]([CH3:8])=[CH:6][S:5][C:4]=1[C:9]([O:11]C)=[O:10].[OH-].[Li+].Cl. (7) Given the product [Cl:10][C:11]1[CH:19]=[CH:18][C:14]([C:15]([NH:6][C:5]2[CH:7]=[CH:8][CH:9]=[C:3]([O:2][CH3:1])[CH:4]=2)=[O:16])=[CH:13][N:12]=1, predict the reactants needed to synthesize it. The reactants are: [CH3:1][O:2][C:3]1[CH:4]=[C:5]([CH:7]=[CH:8][CH:9]=1)[NH2:6].[Cl:10][C:11]1[CH:19]=[CH:18][C:14]([C:15](Cl)=[O:16])=[CH:13][N:12]=1.ClC1C=CC(C(NC2C=CC(I)=C(C)C=2)=O)=CN=1.